This data is from NCI-60 drug combinations with 297,098 pairs across 59 cell lines. The task is: Regression. Given two drug SMILES strings and cell line genomic features, predict the synergy score measuring deviation from expected non-interaction effect. Drug 1: C1=NC(=NC(=O)N1C2C(C(C(O2)CO)O)O)N. Drug 2: C(CCl)NC(=O)N(CCCl)N=O. Cell line: SK-MEL-5. Synergy scores: CSS=22.8, Synergy_ZIP=-5.94, Synergy_Bliss=-1.03, Synergy_Loewe=0.392, Synergy_HSA=0.430.